From a dataset of Reaction yield outcomes from USPTO patents with 853,638 reactions. Predict the reaction yield, written as a fraction of the theoretical maximum amount of product (1.0 means a 100% yield; for example, 0.34 means a 34% yield). (1) The reactants are Br[C:2]1[CH:3]=[C:4]([C:19]([OH:21])=[O:20])[CH:5]=[C:6]2[C:11]=1[O:10][C:9]([N:12]1[CH2:17][CH2:16][O:15][CH2:14][CH2:13]1)=[CH:8][C:7]2=[O:18].C([Sn](CCCC)(CCCC)[C:27]([O:29]CC)=[CH2:28])CCC. The catalyst is O1CCOCC1.[Pd](Cl)Cl.C1(P(C2C=CC=CC=2)C2C=CC=CC=2)C=CC=CC=1.C1(P(C2C=CC=CC=2)C2C=CC=CC=2)C=CC=CC=1. The product is [C:27]([C:2]1[CH:3]=[C:4]([C:19]([OH:21])=[O:20])[CH:5]=[C:6]2[C:11]=1[O:10][C:9]([N:12]1[CH2:17][CH2:16][O:15][CH2:14][CH2:13]1)=[CH:8][C:7]2=[O:18])(=[O:29])[CH3:28]. The yield is 1.04. (2) The reactants are Cl.Cl.[N:3]1[C:11]2[CH2:10][C@@H:9]([C:12]([O:14][CH3:15])=[O:13])[NH:8][CH2:7][C:6]=2[NH:5][CH:4]=1.C(N(CC)CC)C.[Se](=O)=O.CCOCC. The catalyst is C(Cl)(Cl)(Cl)Cl. The product is [N:3]1[C:11]2[CH:10]=[C:9]([C:12]([O:14][CH3:15])=[O:13])[N:8]=[CH:7][C:6]=2[NH:5][CH:4]=1. The yield is 0.470. (3) The reactants are C([O:3][C:4]([C:6]1[O:7][C:8]2[CH:15]=[CH:14][CH:13]=[C:12]([C:16]#[N:17])[C:9]=2[C:10]=1[CH3:11])=[O:5])C.CO.[Li+].[OH-]. The catalyst is C1COCC1. The product is [C:16]([C:12]1[C:9]2[C:10]([CH3:11])=[C:6]([C:4]([OH:5])=[O:3])[O:7][C:8]=2[CH:15]=[CH:14][CH:13]=1)#[N:17]. The yield is 1.00. (4) The reactants are [CH2:1]([N:3]([S:16]([C:19]1[S:20][CH:21]=[CH:22][CH:23]=1)(=[O:18])=[O:17])[C:4]1[CH:5]=[CH:6][CH:7]=[C:8]2[C:12]=1[NH:11][C:10]([C:13](=[S:15])[NH2:14])=[CH:9]2)[CH3:2].Br[CH:25]([CH:28]=O)[CH:26]=[O:27].CN(C)C(=O)C. The catalyst is O. The product is [CH2:1]([N:3]([C:4]1[CH:5]=[CH:6][CH:7]=[C:8]2[C:12]=1[NH:11][C:10]([C:13]1[S:15][C:25]([CH2:26][OH:27])=[CH:28][N:14]=1)=[CH:9]2)[S:16]([C:19]1[S:20][CH:21]=[CH:22][CH:23]=1)(=[O:17])=[O:18])[CH3:2]. The yield is 0.170.